From a dataset of Full USPTO retrosynthesis dataset with 1.9M reactions from patents (1976-2016). Predict the reactants needed to synthesize the given product. Given the product [NH2:1][C:2]1[C:7]([C:8]([F:9])([F:10])[F:11])=[CH:6][C:5]([CH2:12][C:13]([C:22]([O:24][CH2:25][CH3:26])=[O:23])([C:27]([O:29][CH2:30][CH3:31])=[O:28])[CH2:14][C:15]([OH:17])=[O:16])=[CH:4][C:3]=1[Cl:32], predict the reactants needed to synthesize it. The reactants are: [NH2:1][C:2]1[C:7]([C:8]([F:11])([F:10])[F:9])=[CH:6][C:5]([CH2:12][C:13]([C:27]([O:29][CH2:30][CH3:31])=[O:28])([C:22]([O:24][CH2:25][CH3:26])=[O:23])[CH2:14][C:15]([O:17]C(C)(C)C)=[O:16])=[CH:4][C:3]=1[Cl:32].C(O)(C(F)(F)F)=O.